Dataset: Forward reaction prediction with 1.9M reactions from USPTO patents (1976-2016). Task: Predict the product of the given reaction. (1) Given the reactants [CH:1]12[NH:16][CH:5]([CH2:6][N:7]([C:9]([O:11][C:12]([CH3:15])([CH3:14])[CH3:13])=[O:10])[CH2:8]1)[CH2:4][O:3][CH2:2]2.[CH3:17][C:18]1[C:26]2[CH2:25][O:24][C:23](=[O:27])[C:22]=2[CH:21]=[CH:20][C:19]=1[C@@H:28]1[CH2:30][O:29]1, predict the reaction product. The product is: [OH:29][C@H:28]([C:19]1[CH:20]=[CH:21][C:22]2[C:23](=[O:27])[O:24][CH2:25][C:26]=2[C:18]=1[CH3:17])[CH2:30][N:16]1[CH:1]2[CH2:8][N:7]([C:9]([O:11][C:12]([CH3:13])([CH3:15])[CH3:14])=[O:10])[CH2:6][CH:5]1[CH2:4][O:3][CH2:2]2. (2) Given the reactants [C:1](Cl)(Cl)=[S:2].[Br:5][C:6]1[CH:7]=[C:8]([CH:12]([C:14]2[CH:19]=[CH:18][C:17]([O:20][CH3:21])=[CH:16][CH:15]=2)[NH2:13])[CH:9]=[CH:10][CH:11]=1, predict the reaction product. The product is: [Br:5][C:6]1[CH:11]=[CH:10][CH:9]=[C:8]([CH:12]([N:13]=[C:1]=[S:2])[C:14]2[CH:19]=[CH:18][C:17]([O:20][CH3:21])=[CH:16][CH:15]=2)[CH:7]=1. (3) Given the reactants [CH2:1]([N:8]1[C:16]2[C:11](=[CH:12][CH:13]=[CH:14][CH:15]=2)[C:10]([O:17][C:18]2[O:22][C:21]([C:23](O)=[O:24])=[CH:20][CH:19]=2)=[N:9]1)[C:2]1[CH:7]=[CH:6][CH:5]=[CH:4][CH:3]=1.[NH2:26][CH:27]([CH2:30][CH2:31][CH3:32])[CH2:28][OH:29], predict the reaction product. The product is: [CH2:1]([N:8]1[C:16]2[C:11](=[CH:12][CH:13]=[CH:14][CH:15]=2)[C:10]([O:17][C:18]2[O:22][C:21]([C:23]([NH:26][CH:27]([CH2:28][OH:29])[CH2:30][CH2:31][CH3:32])=[O:24])=[CH:20][CH:19]=2)=[N:9]1)[C:2]1[CH:7]=[CH:6][CH:5]=[CH:4][CH:3]=1. (4) The product is: [ClH:18].[Cl:18][C:19]1[CH:20]=[CH:21][C:22](/[CH:25]=[CH:26]/[C:27]([NH:17][C:12]2[CH:13]=[C:14]3[C:9](=[CH:10][CH:11]=2)[N:8]=[C:7]([N:1]2[CH2:2][CH2:3][CH2:4][CH2:5][CH2:6]2)[CH:16]=[CH:15]3)=[O:28])=[CH:23][CH:24]=1. Given the reactants [N:1]1([C:7]2[CH:16]=[CH:15][C:14]3[C:9](=[CH:10][CH:11]=[C:12]([NH2:17])[CH:13]=3)[N:8]=2)[CH2:6][CH2:5][CH2:4][CH2:3][CH2:2]1.[Cl:18][C:19]1[CH:24]=[CH:23][C:22](/[CH:25]=[CH:26]/[C:27](Cl)=[O:28])=[CH:21][CH:20]=1.N1C2C(=CC(N)=CC=2)C=CC=1N, predict the reaction product.